From a dataset of Forward reaction prediction with 1.9M reactions from USPTO patents (1976-2016). Predict the product of the given reaction. (1) The product is: [C:11]([O:6][CH2:5][CH:4]([N:1]=[N+:2]=[N-:3])[CH2:7][OH:8])(=[O:10])[C:16]1[CH:21]=[CH:20][CH:19]=[CH:18][CH:17]=1. Given the reactants [N:1]([CH:4]([CH2:7][OH:8])[CH2:5][OH:6])=[N+:2]=[N-:3].C[O:10][C:11]([C:16]1[CH:21]=[CH:20][CH:19]=[CH:18][CH:17]=1)(OC)OC.O, predict the reaction product. (2) Given the reactants [NH2:1][CH2:2][C@H:3]1[CH2:7][CH2:6][CH2:5][N:4]1[C:8]([C:10]1[CH:30]=[CH:29][C:13]([C:14]([NH:16][C@H:17]([C:19]2[NH:23][C:22]3[CH:24]=[CH:25][C:26]([Cl:28])=[CH:27][C:21]=3[N:20]=2)[CH3:18])=[O:15])=[CH:12][C:11]=1[Cl:31])=[O:9].[C:32](OC(=O)C)(=[O:34])[CH3:33].ClCCl.C(O)C.ClCl, predict the reaction product. The product is: [C:32]([NH:1][CH2:2][C@H:3]1[CH2:7][CH2:6][CH2:5][N:4]1[C:8]([C:10]1[CH:30]=[CH:29][C:13]([C:14]([NH:16][C@H:17]([C:19]2[NH:23][C:22]3[CH:24]=[CH:25][C:26]([Cl:28])=[CH:27][C:21]=3[N:20]=2)[CH3:18])=[O:15])=[CH:12][C:11]=1[Cl:31])=[O:9])(=[O:34])[CH3:33]. (3) Given the reactants [Cl-].[Li+].BrCCBr.Cl[Si](C)(C)C.II.I[C@H:15]1[CH2:20][CH2:19][C@H:18]([CH2:21][C:22]#[N:23])[CH2:17][CH2:16]1.Br[C:25]1[C:26]([CH3:37])=[N:27][N:28]2[C:33]=1[C:32]1[S:34][CH:35]=[CH:36][C:31]=1[N:30]=[CH:29]2.C1(P(C2CCCCC2)C2C=CC=CC=2C2C(OC)=CC=CC=2OC)CCCCC1, predict the reaction product. The product is: [CH3:37][C:26]1[C:25]([C@H:15]2[CH2:20][CH2:19][C@H:18]([CH2:21][C:22]#[N:23])[CH2:17][CH2:16]2)=[C:33]2[N:28]([CH:29]=[N:30][C:31]3[CH:36]=[CH:35][S:34][C:32]=32)[N:27]=1. (4) The product is: [CH3:1][O:2][C:3]1[CH:4]=[C:5]2[C:10](=[CH:11][C:12]=1[O:13][CH3:14])[N:9]=[CH:8][N:7]=[C:6]2[O:15][C:16]1[CH:22]=[CH:21][C:19]([NH:20][C:30](=[O:36])[O:31][CH2:32][C:40]2[CH:41]=[CH:42][CH:43]=[CH:44][C:39]=2[Cl:38])=[C:18]([N+:23]([O-:25])=[O:24])[CH:17]=1. Given the reactants [CH3:1][O:2][C:3]1[CH:4]=[C:5]2[C:10](=[CH:11][C:12]=1[O:13][CH3:14])[N:9]=[CH:8][N:7]=[C:6]2[O:15][C:16]1[CH:22]=[CH:21][C:19]([NH2:20])=[C:18]([N+:23]([O-:25])=[O:24])[CH:17]=1.ClC(Cl)(O[C:30](=[O:36])[O:31][C:32](Cl)(Cl)Cl)Cl.[Cl:38][C:39]1[CH:44]=[CH:43][CH:42]=[CH:41][C:40]=1CO.C(=O)(O)[O-].[Na+], predict the reaction product. (5) Given the reactants [Cl:1][C:2]1[CH:3]=[C:4]([CH:21]=[CH:22][CH:23]=1)[CH2:5][NH:6][C:7]1[N:20]=[C:10]2[C:11]([O:18][CH3:19])=[CH:12][C:13]([C:15]([OH:17])=O)=[CH:14][N:9]2[N:8]=1.[F:24][CH2:25][CH:26]1[NH:31][CH2:30][C:29]([CH2:33][CH2:34][OH:35])([CH3:32])[O:28][CH2:27]1.C(N(CC)C(C)C)(C)C.CN(C(ON1N=NC2C=CC=NC1=2)=[N+](C)C)C.F[P-](F)(F)(F)(F)F, predict the reaction product. The product is: [Cl:1][C:2]1[CH:3]=[C:4]([CH:21]=[CH:22][CH:23]=1)[CH2:5][NH:6][C:7]1[N:20]=[C:10]2[C:11]([O:18][CH3:19])=[CH:12][C:13]([C:15]([N:31]3[CH:26]([CH2:25][F:24])[CH2:27][O:28][C:29]([CH2:33][CH2:34][OH:35])([CH3:32])[CH2:30]3)=[O:17])=[CH:14][N:9]2[N:8]=1. (6) Given the reactants [Cl:1][C:2]1[CH:7]=[CH:6][C:5]([OH:8])=[CH:4][CH:3]=1.C(=O)([O-])[O-].[K+].[K+].Cl[C:16]1[CH:21]=[CH:20][N:19]=[CH:18][C:17]=1[N+:22]([O-:24])=[O:23].O, predict the reaction product. The product is: [Cl:1][C:2]1[CH:7]=[CH:6][C:5]([O:8][C:16]2[CH:21]=[CH:20][N:19]=[CH:18][C:17]=2[N+:22]([O-:24])=[O:23])=[CH:4][CH:3]=1. (7) Given the reactants [Cl:1][C:2]1[C:7]([F:8])=[CH:6][C:5]([C:9]2[NH:14][C:13]3[CH2:15][S:16][CH2:17][C:12]=3[C:11](=O)[N:10]=2)=[C:4]([F:19])[CH:3]=1.P(Cl)(Cl)([Cl:22])=O, predict the reaction product. The product is: [Cl:22][C:11]1[C:12]2[CH2:17][S:16][CH2:15][C:13]=2[N:14]=[C:9]([C:5]2[CH:6]=[C:7]([F:8])[C:2]([Cl:1])=[CH:3][C:4]=2[F:19])[N:10]=1.